Dataset: Reaction yield outcomes from USPTO patents with 853,638 reactions. Task: Predict the reaction yield, written as a fraction of the theoretical maximum amount of product (1.0 means a 100% yield; for example, 0.34 means a 34% yield). The reactants are Br[C:2]1[CH:3]=[C:4]([NH:12][C:13]2[N:18]=[C:17]([C:19]([F:22])([F:21])[F:20])[CH:16]=[CH:15][N:14]=2)[CH:5]=[C:6]([C:8]([F:11])([F:10])[F:9])[CH:7]=1.[CH3:23][C:24]1([CH3:40])[C:28]([CH3:30])([CH3:29])[O:27][B:26]([B:26]2[O:27][C:28]([CH3:30])([CH3:29])[C:24]([CH3:40])([CH3:23])[O:25]2)[O:25]1.C([O-])(=O)C.[K+]. The catalyst is CS(C)=O.Cl[Pd]Cl. The product is [CH3:23][C:24]1([CH3:40])[C:28]([CH3:30])([CH3:29])[O:27][B:26]([C:2]2[CH:3]=[C:4]([NH:12][C:13]3[N:18]=[C:17]([C:19]([F:22])([F:21])[F:20])[CH:16]=[CH:15][N:14]=3)[CH:5]=[C:6]([C:8]([F:11])([F:10])[F:9])[CH:7]=2)[O:25]1. The yield is 0.800.